Dataset: NCI-60 drug combinations with 297,098 pairs across 59 cell lines. Task: Regression. Given two drug SMILES strings and cell line genomic features, predict the synergy score measuring deviation from expected non-interaction effect. Drug 1: CC1=C(C=C(C=C1)NC(=O)C2=CC=C(C=C2)CN3CCN(CC3)C)NC4=NC=CC(=N4)C5=CN=CC=C5. Drug 2: CC(C)CN1C=NC2=C1C3=CC=CC=C3N=C2N. Cell line: MCF7. Synergy scores: CSS=-3.17, Synergy_ZIP=5.35, Synergy_Bliss=4.08, Synergy_Loewe=-2.19, Synergy_HSA=-3.08.